Predict the product of the given reaction. From a dataset of Forward reaction prediction with 1.9M reactions from USPTO patents (1976-2016). Given the reactants [C:1]([O:4][N:5]=[C:6]([C:10](=[O:12])[CH3:11])[C:7](=[O:9])[CH3:8])(=O)C.C(=O)/C=C/CCC, predict the reaction product. The product is: [CH3:1][O:4][N:5]=[C:6]([C:10](=[O:12])[CH3:11])[C:7](=[O:9])[CH3:8].